This data is from Full USPTO retrosynthesis dataset with 1.9M reactions from patents (1976-2016). The task is: Predict the reactants needed to synthesize the given product. (1) Given the product [OH:18][CH2:13][CH2:14][CH2:15][C:16]1[O:1][C:2]2[CH:11]=[CH:10][C:5]([C:6]([O:8][CH3:9])=[O:7])=[CH:4][C:3]=2[CH:17]=1, predict the reactants needed to synthesize it. The reactants are: [OH:1][C:2]1[CH:11]=[CH:10][C:5]([C:6]([O:8][CH3:9])=[O:7])=[CH:4][C:3]=1I.[CH2:13]([OH:18])[CH2:14][CH2:15][C:16]#[CH:17]. (2) Given the product [CH2:1]([O:8][C:9]1[C:14]2[CH2:15][CH2:16][O:17][C:13]=2[CH:12]=[C:11]([C:18]2[N:19]=[CH:20][N:21]=[C:22]([S:27][CH2:28][C:29]([NH2:31])=[O:30])[C:23]=2[C:24]#[N:25])[CH:10]=1)[C:2]1[CH:7]=[CH:6][CH:5]=[CH:4][CH:3]=1, predict the reactants needed to synthesize it. The reactants are: [CH2:1]([O:8][C:9]1[C:14]2[CH2:15][CH2:16][O:17][C:13]=2[CH:12]=[C:11]([C:18]2[C:23]([C:24]#[N:25])=[C:22](Cl)[N:21]=[CH:20][N:19]=2)[CH:10]=1)[C:2]1[CH:7]=[CH:6][CH:5]=[CH:4][CH:3]=1.[SH:27][CH2:28][C:29]([NH2:31])=[O:30].C([O-])([O-])=O.[K+].[K+]. (3) Given the product [O:29]=[C:27]1[NH:26][C:25](=[O:30])[CH:24]([CH2:23][C:22]2[CH:21]=[CH:20][C:19]([O:18][CH2:17][C:15]3[N:14]([CH3:33])[C:13]4[CH:34]=[C:9]([O:8][C:7]5[CH:6]=[C:5]([CH3:38])[C:4]([NH:3][C:48]([NH:47][C:44]6[CH:43]=[CH:42][C:41]([C:40]([F:39])([F:50])[F:51])=[CH:46][CH:45]=6)=[O:49])=[C:36]([CH3:37])[CH:35]=5)[CH:10]=[CH:11][C:12]=4[N:16]=3)=[CH:32][CH:31]=2)[S:28]1, predict the reactants needed to synthesize it. The reactants are: Cl.Cl.[NH2:3][C:4]1[C:36]([CH3:37])=[CH:35][C:7]([O:8][C:9]2[CH:10]=[CH:11][C:12]3[N:16]=[C:15]([CH2:17][O:18][C:19]4[CH:32]=[CH:31][C:22]([CH2:23][CH:24]5[S:28][C:27](=[O:29])[NH:26][C:25]5=[O:30])=[CH:21][CH:20]=4)[N:14]([CH3:33])[C:13]=3[CH:34]=2)=[CH:6][C:5]=1[CH3:38].[F:39][C:40]([F:51])([F:50])[C:41]1[CH:46]=[CH:45][C:44]([N:47]=[C:48]=[O:49])=[CH:43][CH:42]=1.C(N(CC)CC)C. (4) Given the product [C:15]([C:7]1[C:8]2[CH:9]=[N:10][C:11]([CH3:14])=[CH:12][C:13]=2[N:5]([CH:1]2[CH2:2][CH2:3][CH2:4]2)[C:6]=1[C:31]1[N:32]=[CH:33][C:34]([S:37]([NH:40][CH:41]([CH3:43])[CH3:42])(=[O:38])=[O:39])=[CH:35][N:36]=1)#[N:16], predict the reactants needed to synthesize it. The reactants are: [CH:1]1([N:5]2[C:13]3[CH:12]=[C:11]([CH3:14])[N:10]=[CH:9][C:8]=3[C:7]([C:15]#[N:16])=[C:6]2[Sn](CCCC)(CCCC)CCCC)[CH2:4][CH2:3][CH2:2]1.Cl[C:31]1[N:36]=[CH:35][C:34]([S:37]([NH:40][CH:41]([CH3:43])[CH3:42])(=[O:39])=[O:38])=[CH:33][N:32]=1. (5) Given the product [CH3:1][C:2]1[CH:7]=[C:6]([C:8]2[CH:9]=[CH:10][C:11]3[N:17]4[CH2:18][C@H:14]([CH2:15][CH2:16]4)[N:13]([C:24]([N:34]4[CH2:35][CH2:36][CH2:33][CH2:32]4)=[O:30])[C:12]=3[N:19]=2)[CH:5]=[CH:4][N:3]=1, predict the reactants needed to synthesize it. The reactants are: [CH3:1][C:2]1[CH:7]=[C:6]([C:8]2[CH:9]=[CH:10][C:11]3[N:17]4[CH2:18][C@H:14]([CH2:15][CH2:16]4)[NH:13][C:12]=3[N:19]=2)[CH:5]=[CH:4][N:3]=1.ClC(Cl)(O[C:24](=[O:30])OC(Cl)(Cl)Cl)Cl.[CH2:32]([N:34](CC)[CH2:35][CH3:36])[CH3:33].N1CCCC1.